From a dataset of Full USPTO retrosynthesis dataset with 1.9M reactions from patents (1976-2016). Predict the reactants needed to synthesize the given product. (1) The reactants are: [NH2:1][C:2]1[C:3]2[C:10]([C:11]3[CH:16]=[CH:15][C:14]([O:17][C:18]4[CH:23]=[CH:22][CH:21]=[CH:20][CH:19]=4)=[CH:13][CH:12]=3)=[CH:9][N:8]([C:24]3[CH:25]=[C:26]([CH:29]=[CH:30][CH:31]=3)[CH:27]=O)[C:4]=2[N:5]=[CH:6][N:7]=1.[C:32]([CH2:34][C:35]([NH:37][CH2:38][CH2:39][OH:40])=[O:36])#[N:33].C([O-])(=O)C.[NH2+]1CCCCC1. Given the product [NH2:1][C:2]1[C:3]2[C:10]([C:11]3[CH:12]=[CH:13][C:14]([O:17][C:18]4[CH:23]=[CH:22][CH:21]=[CH:20][CH:19]=4)=[CH:15][CH:16]=3)=[CH:9][N:8]([C:24]3[CH:25]=[C:26](/[CH:27]=[C:34](\[C:32]#[N:33])/[C:35]([NH:37][CH2:38][CH2:39][OH:40])=[O:36])[CH:29]=[CH:30][CH:31]=3)[C:4]=2[N:5]=[CH:6][N:7]=1, predict the reactants needed to synthesize it. (2) The reactants are: CCN=C=NCCCN(C)C.Cl.[NH:13]([C:18]([O:20][C:21]([CH3:24])([CH3:23])[CH3:22])=[O:19])[CH2:14][C:15]([OH:17])=O.[NH2:25][C:26]1[CH:31]=[CH:30][CH:29]=[CH:28][CH:27]=1. Given the product [NH:13]([C:18]([O:20][C:21]([CH3:24])([CH3:23])[CH3:22])=[O:19])[CH2:14][C:15]([NH:25][C:26]1[CH:31]=[CH:30][CH:29]=[CH:28][CH:27]=1)=[O:17], predict the reactants needed to synthesize it. (3) Given the product [Cl:12][C:11]1[CH:10]=[C:9]2[C:4]([CH2:5][CH2:6][C:7](=[O:14])[N:8]2[CH3:13])=[CH:3][C:2]=1[B:15]1[O:19][C:18]([CH3:21])([CH3:20])[C:17]([CH3:23])([CH3:22])[O:16]1, predict the reactants needed to synthesize it. The reactants are: Br[C:2]1[CH:3]=[C:4]2[C:9](=[CH:10][C:11]=1[Cl:12])[N:8]([CH3:13])[C:7](=[O:14])[CH2:6][CH2:5]2.[B:15]1([B:15]2[O:19][C:18]([CH3:21])([CH3:20])[C:17]([CH3:23])([CH3:22])[O:16]2)[O:19][C:18]([CH3:21])([CH3:20])[C:17]([CH3:23])([CH3:22])[O:16]1.C([O-])(=O)C.[K+]. (4) Given the product [NH2:1][C:2]1[C:11]([C:12]([NH:36][C:29]2[S:28][N:27]=[C:26]([CH3:25])[C:30]=2[N:31]2[CH2:32][CH2:33][CH2:34][CH2:35]2)=[O:14])=[C:5]2[N:6]=[CH:7][C:8]([F:10])=[CH:9][N:4]2[N:3]=1, predict the reactants needed to synthesize it. The reactants are: [NH2:1][C:2]1[C:11]([C:12]([O:14]N2C3C=C(Cl)C=CC=3N=N2)=O)=[C:5]2[N:6]=[CH:7][C:8]([F:10])=[CH:9][N:4]2[N:3]=1.[CH3:25][C:26]1[C:30]([N:31]2[CH2:35][CH2:34][CH2:33][CH2:32]2)=[C:29]([NH2:36])[S:28][N:27]=1. (5) Given the product [CH3:1][C:2]1[C:6]([C:7]2[NH:11][C:10]3[CH:12]=[C:13]([CH2:16][C:17]([OH:19])=[O:18])[CH:14]=[CH:15][C:9]=3[N:8]=2)=[C:5]([CH3:22])[O:4][N:3]=1, predict the reactants needed to synthesize it. The reactants are: [CH3:1][C:2]1[C:6]([C:7]2[NH:11][C:10]3[CH:12]=[C:13]([CH2:16][C:17]([O:19]CC)=[O:18])[CH:14]=[CH:15][C:9]=3[N:8]=2)=[C:5]([CH3:22])[O:4][N:3]=1.C(OCC#N)(C)C.